From a dataset of Catalyst prediction with 721,799 reactions and 888 catalyst types from USPTO. Predict which catalyst facilitates the given reaction. Reactant: CC1(C)C(C)(C)OB([C:9]2[CH:10]=[C:11]3[C:15](=[CH:16][CH:17]=2)[C:14](=[O:18])[CH2:13][CH2:12]3)O1.C(=O)([O-])[O-].[Cs+].[Cs+].Br[C:27]1[CH:32]=[CH:31][C:30]([O:33][CH3:34])=[C:29]([O:35][CH2:36][CH:37]2[CH2:39][CH2:38]2)[C:28]=1[O:40][CH3:41]. Product: [CH:37]1([CH2:36][O:35][C:29]2[C:28]([O:40][CH3:41])=[C:27]([C:9]3[CH:10]=[C:11]4[C:15](=[CH:16][CH:17]=3)[C:14](=[O:18])[CH2:13][CH2:12]4)[CH:32]=[CH:31][C:30]=2[O:33][CH3:34])[CH2:38][CH2:39]1. The catalyst class is: 77.